Dataset: Full USPTO retrosynthesis dataset with 1.9M reactions from patents (1976-2016). Task: Predict the reactants needed to synthesize the given product. (1) Given the product [OH:1][B:2]1[C:6]2[CH:7]=[C:8]([NH:11][S:12]([C:15]3[CH:20]=[CH:19][C:18]([O:21][CH3:22])=[CH:17][C:16]=3[CH2:23][CH2:24][OH:25])(=[O:14])=[O:13])[CH:9]=[CH:10][C:5]=2[CH2:4][O:3]1, predict the reactants needed to synthesize it. The reactants are: [OH:1][B:2]1[C:6]2[CH:7]=[C:8]([NH:11][S:12]([C:15]3[CH:20]=[CH:19][C:18]([O:21][CH3:22])=[CH:17][C:16]=3[CH2:23][C:24](O)=[O:25])(=[O:14])=[O:13])[CH:9]=[CH:10][C:5]=2[CH2:4][O:3]1.B. (2) The reactants are: [CH2:1]([O:3][C:4](=[O:32])[CH2:5][N:6]([C@@H:20]1[CH2:26][CH2:25][CH2:24][CH2:23][CH:22](OS(C)(=O)=O)[CH2:21]1)[S:7]([C:10]1[CH:19]=[CH:18][C:17]2[C:12](=[CH:13][CH:14]=[CH:15][CH:16]=2)[CH:11]=1)(=[O:9])=[O:8])[CH3:2].C(=O)([O-])[O-].[Cs+].[Cs+].[I-].[Li+]. Given the product [CH2:1]([O:3][C:4]([CH:5]1[C@H:22]2[CH2:21][CH:20]([CH2:26][CH2:25][CH2:24][CH2:23]2)[N:6]1[S:7]([C:10]1[CH:19]=[CH:18][C:17]2[C:12](=[CH:13][CH:14]=[CH:15][CH:16]=2)[CH:11]=1)(=[O:9])=[O:8])=[O:32])[CH3:2], predict the reactants needed to synthesize it. (3) Given the product [CH2:2]([O:4][C:5]([N:7]1[CH2:27][CH2:26][C:11]2[C:12]3[CH:13]([C:20]4[CH:21]=[N:22][CH:23]=[CH:24][CH:25]=4)[CH2:14][CH2:15][C:16]=3[CH:17]=[CH:18][C:10]=2[CH2:9][CH2:8]1)=[O:6])[CH3:3], predict the reactants needed to synthesize it. The reactants are: Cl.[CH2:2]([O:4][C:5]([N:7]1[CH2:27][CH2:26][C:11]2[C:12]3[C:13]([C:20]4[CH:21]=[N:22][CH:23]=[CH:24][CH:25]=4)=[CH:14][CH2:15][C:16]=3[C:17](I)=[CH:18][C:10]=2[CH2:9][CH2:8]1)=[O:6])[CH3:3].[H][H]. (4) The reactants are: C[N:2](/[CH:4]=[N:5]/[C:6](=[S:12])[C:7]([O:9][CH2:10][CH3:11])=[O:8])C.N1C=CC=CC=1.NOS(=O)(=O)O. Given the product [S:12]1[C:6]([C:7]([O:9][CH2:10][CH3:11])=[O:8])=[N:5][CH:4]=[N:2]1, predict the reactants needed to synthesize it. (5) Given the product [Br:1][C:2]1[CH:22]=[CH:21][C:5]([CH2:6][C@@H:7]([NH:8][C:9]([NH:45][C@H:46]2[CH2:51][CH2:50][C@H:49]([OH:52])[CH2:48][CH2:47]2)=[O:20])[C:11]2[NH:10][C:14]3[CH:15]=[C:16]([CH3:19])[CH:17]=[CH:18][C:13]=3[N:12]=2)=[CH:4][CH:3]=1, predict the reactants needed to synthesize it. The reactants are: [Br:1][C:2]1[CH:22]=[CH:21][C:5]([CH2:6][C@@H:7]2[C:11]3=[N:12][C:13]4[CH:18]=[CH:17][C:16]([CH3:19])=[CH:15][C:14]=4[N:10]3[C:9](=[O:20])[NH:8]2)=[CH:4][CH:3]=1.BrC1C=CC(C[C@@H]2C3=NC4C=C(C)C=CC=4N3C(=O)N2)=CC=1.[NH2:45][C@H:46]1[CH2:51][CH2:50][C@H:49]([OH:52])[CH2:48][CH2:47]1.C(O)(C(F)(F)F)=O. (6) Given the product [F:1][C:13]1[CH:12]=[CH:11][CH:10]=[C:9]2[C:14]=1[CH:15]=[CH:16][C:7]([OH:6])=[CH:8]2, predict the reactants needed to synthesize it. The reactants are: [F:1][B-](F)(F)F.[OH:6][C:7]1[CH:8]=[C:9]2[C:14](=[CH:15][CH:16]=1)[C:13]([N+]#N)=[CH:12][CH:11]=[CH:10]2. (7) Given the product [F:14][C:15]1[CH:16]=[C:17]2[C:27](=[CH:28][C:29]=1[F:30])[N:11]([CH:9]([C:6]1[CH:5]=[CH:4][C:3]([C:2]([F:12])([F:13])[F:1])=[CH:8][CH:7]=1)[CH3:10])[CH:23]=[C:20]([C:21]#[N:22])[C:18]2=[O:19], predict the reactants needed to synthesize it. The reactants are: [F:1][C:2]([F:13])([F:12])[C:3]1[CH:8]=[CH:7][C:6]([CH:9]([NH2:11])[CH3:10])=[CH:5][CH:4]=1.[F:14][C:15]1[CH:16]=[C:17]([CH:27]=[CH:28][C:29]=1[F:30])[C:18]([C:20](=[CH:23]N(C)C)[C:21]#[N:22])=[O:19].